This data is from Reaction yield outcomes from USPTO patents with 853,638 reactions. The task is: Predict the reaction yield, written as a fraction of the theoretical maximum amount of product (1.0 means a 100% yield; for example, 0.34 means a 34% yield). (1) The reactants are [F:1][C:2]1[CH:29]=[CH:28][C:5]([CH2:6][N:7]2[C:10]([CH3:12])([CH3:11])[C:9](=[O:13])[N:8]2[CH:14]2[CH:21]3[CH2:22][C:17]4([C:24]([O:26]C)=[O:25])[CH2:18][CH:19]([CH2:23][CH:15]2[CH2:16]4)[CH2:20]3)=[CH:4][CH:3]=1.O.[Na].Cl. The catalyst is O1CCCC1CO. The product is [F:1][C:2]1[CH:3]=[CH:4][C:5]([CH2:6][N:7]2[C:10]([CH3:11])([CH3:12])[C:9](=[O:13])[N:8]2[CH:14]2[CH:21]3[CH2:22][C:17]4([C:24]([OH:26])=[O:25])[CH2:18][CH:19]([CH2:23][CH:15]2[CH2:16]4)[CH2:20]3)=[CH:28][CH:29]=1. The yield is 0.634. (2) The catalyst is C1(C)C=CC=CC=1.C(OCC)(=O)C.C1C=CC(/C=C/C(/C=C/C2C=CC=CC=2)=O)=CC=1.C1C=CC(/C=C/C(/C=C/C2C=CC=CC=2)=O)=CC=1.C1C=CC(/C=C/C(/C=C/C2C=CC=CC=2)=O)=CC=1.[Pd].[Pd]. The product is [CH:1]1([C:6]2[CH:10]=[C:9]([NH:11][C:20]3[CH:29]=[CH:28][CH:27]=[CH:26][C:21]=3[C:22]([O:24][CH3:25])=[O:23])[N:8]([C:12]3[CH:17]=[CH:16][CH:15]=[CH:14][C:13]=3[CH3:18])[N:7]=2)[CH2:2][CH2:3][CH2:4][CH2:5]1. The reactants are [CH:1]1([C:6]2[CH:10]=[C:9]([NH2:11])[N:8]([C:12]3[CH:17]=[CH:16][CH:15]=[CH:14][C:13]=3[CH3:18])[N:7]=2)[CH2:5][CH2:4][CH2:3][CH2:2]1.Br[C:20]1[CH:29]=[CH:28][CH:27]=[CH:26][C:21]=1[C:22]([O:24][CH3:25])=[O:23].C(=O)([O-])[O-].[Cs+].[Cs+].C1C=CC(P(C2C(C3C(P(C4C=CC=CC=4)C4C=CC=CC=4)=CC=C4C=3C=CC=C4)=C3C(C=CC=C3)=CC=2)C2C=CC=CC=2)=CC=1. The yield is 0.580.